Dataset: Catalyst prediction with 721,799 reactions and 888 catalyst types from USPTO. Task: Predict which catalyst facilitates the given reaction. (1) Reactant: [OH:1][C:2]1[C:9]([CH3:10])=[C:8]([O:11][CH2:12][CH2:13][CH3:14])[CH:7]=[CH:6][C:3]=1[CH:4]=[O:5].[C:15]([O-])([O-])=O.[K+].[K+].CI. Product: [CH3:15][O:1][C:2]1[C:9]([CH3:10])=[C:8]([O:11][CH2:12][CH2:13][CH3:14])[CH:7]=[CH:6][C:3]=1[CH:4]=[O:5]. The catalyst class is: 18. (2) Reactant: [CH3:1][C:2]1([CH3:31])[CH2:11][CH2:10][C:9]([CH3:13])([CH3:12])[C:8]2[CH:7]=[C:6]([C:14]3[N:15]=[C:16]([N:19]4[CH2:24][CH2:23][CH:22]([N:25]5[CH2:29][CH2:28][CH:27]([NH2:30])[CH2:26]5)[CH2:21][CH2:20]4)[S:17][CH:18]=3)[CH:5]=[CH:4][C:3]1=2.[C:32](OC(=O)C)(=[O:34])[CH3:33].CCOCC. Product: [CH3:1][C:2]1([CH3:31])[CH2:11][CH2:10][C:9]([CH3:12])([CH3:13])[C:8]2[CH:7]=[C:6]([C:14]3[N:15]=[C:16]([N:19]4[CH2:20][CH2:21][CH:22]([N:25]5[CH2:29][CH2:28][CH:27]([NH:30][C:32](=[O:34])[CH3:33])[CH2:26]5)[CH2:23][CH2:24]4)[S:17][CH:18]=3)[CH:5]=[CH:4][C:3]1=2. The catalyst class is: 17. (3) Reactant: F[B-](F)(F)F.C(N(CC)C=[N+](CC)CC)C.CC(C)([O-])C.[K+].[C:23]([O:27][C:28]([N:30]1[C:34](=[O:35])[CH2:33][CH2:32][C@H:31]1CC1C=CC(C2C=CC=CC=2)=CC=1)=[O:29])([CH3:26])([CH3:25])[CH3:24].F[P-](F)(F)(F)(F)F.[NH4+]. Product: [C:23]([O:27][C:28]([N:30]1[CH2:31][CH2:32][CH2:33][C:34]1=[O:35])=[O:29])([CH3:26])([CH3:24])[CH3:25]. The catalyst class is: 1. (4) Reactant: O[CH2:2][C:3]1[N:7]([C:8]2[C:15]([CH3:16])=[CH:14][C:11]([C:12]#[N:13])=[C:10]([C:17]([F:20])([F:19])[F:18])[CH:9]=2)[N:6]=[N:5][N:4]=1.S(Cl)([Cl:23])=O.O. Product: [Cl:23][CH2:2][C:3]1[N:7]([C:8]2[C:15]([CH3:16])=[CH:14][C:11]([C:12]#[N:13])=[C:10]([C:17]([F:20])([F:19])[F:18])[CH:9]=2)[N:6]=[N:5][N:4]=1. The catalyst class is: 120. (5) Reactant: [N+:1]([C:4]1[CH:12]=[C:11]2[C:7]([CH:8]=[N:9][NH:10]2)=[CH:6][CH:5]=1)([O-:3])=[O:2].C(=O)([O-])[O-].[K+].[K+].Cl.Cl[CH2:21][CH2:22][CH2:23][N:24]([CH3:26])[CH3:25]. The catalyst class is: 3. Product: [CH3:25][N:24]([CH3:26])[CH2:23][CH2:22][CH2:21][N:10]1[C:11]2[C:7](=[CH:6][CH:5]=[C:4]([N+:1]([O-:3])=[O:2])[CH:12]=2)[CH:8]=[N:9]1. (6) Product: [F:20][C:18]1[CH:19]=[CH:14][C:15]([O:21][CH3:22])=[CH:16][C:17]=1[C:24]1[C:25]([C:26]([O:28][CH3:29])=[O:27])=[CH:30][C:31]([N+:35]([O-:37])=[O:36])=[CH:32][C:33]=1[CH3:34]. Reactant: COC(C1C([C:14]2[CH:19]=[C:18]([F:20])[CH:17]=[CH:16][C:15]=2[O:21][CH3:22])=CC=C([N+]([O-])=O)C=1)=O.Br[C:24]1[C:33]([CH3:34])=[CH:32][C:31]([N+:35]([O-:37])=[O:36])=[CH:30][C:25]=1[C:26]([O:28][CH3:29])=[O:27].FC1C=CC(OC)=C(B(O)O)C=1. The catalyst class is: 73. (7) Product: [C:1]([C:12]1[CH:13]=[C:14]2[C:18](=[CH:19][C:11]=1[OH:10])[NH:17][C:16](=[O:20])[CH2:15]2)(=[O:3])[CH3:2]. Reactant: [C:1](Cl)(=[O:3])[CH3:2].[Cl-].[Cl-].[Cl-].[Al+3].C[O:10][C:11]1[CH:19]=[C:18]2[C:14]([CH2:15][C:16](=[O:20])[NH:17]2)=[CH:13][CH:12]=1. The catalyst class is: 534.